This data is from Reaction yield outcomes from USPTO patents with 853,638 reactions. The task is: Predict the reaction yield, written as a fraction of the theoretical maximum amount of product (1.0 means a 100% yield; for example, 0.34 means a 34% yield). (1) The product is [F:47][C:48]([F:55])([F:54])[CH2:49][CH2:50][C:51]([NH:12][C@@H:11]([CH3:13])[C:10]([O:9][CH2:2][C:3]1[CH:8]=[CH:7][CH:6]=[CH:5][CH:4]=1)=[O:14])=[O:52]. The yield is 0.940. The catalyst is ClCCl. The reactants are Cl.[CH2:2]([O:9][C:10](=[O:14])[C@H:11]([CH3:13])[NH2:12])[C:3]1[CH:8]=[CH:7][CH:6]=[CH:5][CH:4]=1.C(N(C(C)C)CC)(C)C.O.ON1C2C=CC=CC=2N=N1.Cl.CN(C)CCCN=C=NCC.[F:47][C:48]([F:55])([F:54])[CH2:49][CH2:50][C:51](O)=[O:52].C(O)(=O)CC(CC(O)=O)(C(O)=O)O. (2) The reactants are CC(C[AlH]CC(C)C)C.[C:10]([C:12]1[CH:17]=[CH:16][CH:15]=[CH:14][C:13]=1[S:18]([N:21]([CH3:23])[CH3:22])(=[O:20])=[O:19])#N.C[OH:25].Cl. The catalyst is C(OCC)C.ClCCl. The product is [CH:10]([C:12]1[CH:17]=[CH:16][CH:15]=[CH:14][C:13]=1[S:18]([N:21]([CH3:23])[CH3:22])(=[O:20])=[O:19])=[O:25]. The yield is 0.260. (3) The reactants are [NH2:1][C:2]1[N:13]=[CH:12][C:11](Br)=[CH:10][C:3]=1[C:4]([NH:6][CH:7]1[CH2:9][CH2:8]1)=[O:5].[CH2:15]([O:22][C:23]1[CH:24]=[C:25](B(O)O)[CH:26]=[CH:27][CH:28]=1)[C:16]1[CH:21]=[CH:20][CH:19]=[CH:18][CH:17]=1.COCCOC.[F-].[Cs+]. The catalyst is C1C=CC(P(C2C=CC=CC=2)[C-]2C=CC=C2)=CC=1.C1C=CC(P(C2C=CC=CC=2)[C-]2C=CC=C2)=CC=1.Cl[Pd]Cl.[Fe+2].C(Cl)Cl.C(OCC)(=O)C.CCCCCC.O. The product is [NH2:1][C:2]1[N:13]=[CH:12][C:11]([C:25]2[CH:26]=[CH:27][CH:28]=[C:23]([O:22][CH2:15][C:16]3[CH:21]=[CH:20][CH:19]=[CH:18][CH:17]=3)[CH:24]=2)=[CH:10][C:3]=1[C:4]([NH:6][CH:7]1[CH2:9][CH2:8]1)=[O:5]. The yield is 0.630. (4) The reactants are Br[CH:2]([C:14]1[CH:19]=[CH:18][CH:17]=[CH:16][CH:15]=1)[C:3]([O:5][C@H:6]([C:8]1[CH:13]=[CH:12][CH:11]=[CH:10][CH:9]=1)[CH3:7])=[O:4].C(N(CC)CC)C.[CH3:27][C:28]1([OH:34])[CH2:33][CH2:32][NH:31][CH2:30][CH2:29]1. The catalyst is C1COCC1.[I-].C([N+](CCCC)(CCCC)CCCC)CCC.C(OCC)(=O)C. The product is [OH:34][C:28]1([CH3:27])[CH2:33][CH2:32][N:31]([C@H:2]([C:14]2[CH:19]=[CH:18][CH:17]=[CH:16][CH:15]=2)[C:3]([O:5][C@H:6]([C:8]2[CH:13]=[CH:12][CH:11]=[CH:10][CH:9]=2)[CH3:7])=[O:4])[CH2:30][CH2:29]1. The yield is 0.600.